This data is from Forward reaction prediction with 1.9M reactions from USPTO patents (1976-2016). The task is: Predict the product of the given reaction. (1) Given the reactants [OH-:1].[K+].[C:3]1([C:9]23[CH2:16][CH2:15][C:12]([CH2:17][C:18]#N)([CH2:13][CH2:14]2)[CH2:11][CH2:10]3)[CH:8]=[CH:7][CH:6]=[CH:5][CH:4]=1.Cl.[OH2:21], predict the reaction product. The product is: [C:3]1([C:9]23[CH2:16][CH2:15][C:12]([CH2:17][C:18]([OH:21])=[O:1])([CH2:13][CH2:14]2)[CH2:11][CH2:10]3)[CH:8]=[CH:7][CH:6]=[CH:5][CH:4]=1. (2) Given the reactants ClC1N=C(NC2C=C(OC)NN=2)C(Cl)=CN=1.[Cl:17][C:18]1[C:19]([NH:34][C:35]2[CH:39]=[C:38]([O:40][CH:41](C)C)[NH:37][N:36]=2)=[N:20][C:21]([NH:24][C@H:25]([C:27]2[CH:32]=[CH:31][C:30]([F:33])=[CH:29][N:28]=2)[CH3:26])=[N:22][CH:23]=1.CCN(C(C)C)C(C)C, predict the reaction product. The product is: [Cl:17][C:18]1[C:19]([NH:34][C:35]2[CH:39]=[C:38]([O:40][CH3:41])[NH:37][N:36]=2)=[N:20][C:21]([NH:24][C@H:25]([C:27]2[CH:32]=[CH:31][C:30]([F:33])=[CH:29][N:28]=2)[CH3:26])=[N:22][CH:23]=1. (3) Given the reactants [S:1]([CH2:5][CH2:6][OH:7])([O-:4])(=[O:3])=[O:2].[Na+].[C:9]12([C:19](O)=[O:20])[CH2:18][CH:13]3[CH2:14][CH:15]([CH2:17][CH:11]([CH2:12]3)[CH2:10]1)[CH2:16]2.FC(F)(F)C(OC(=O)C(F)(F)F)=O.[Cl-].[C:36]1([S+:42]([C:49]2[CH:54]=[CH:53][CH:52]=[CH:51][CH:50]=2)[C:43]2[CH:48]=[CH:47][CH:46]=[CH:45][CH:44]=2)[CH:41]=[CH:40][CH:39]=[CH:38][CH:37]=1.C(=O)(O)[O-].[Na+], predict the reaction product. The product is: [C:9]12([C:19]([O:7][CH2:6][CH2:5][S:1]([O-:4])(=[O:3])=[O:2])=[O:20])[CH2:16][CH:15]3[CH2:14][CH:13]([CH2:12][CH:11]([CH2:17]3)[CH2:10]1)[CH2:18]2.[C:49]1([S+:42]([C:36]2[CH:37]=[CH:38][CH:39]=[CH:40][CH:41]=2)[C:43]2[CH:48]=[CH:47][CH:46]=[CH:45][CH:44]=2)[CH:50]=[CH:51][CH:52]=[CH:53][CH:54]=1. (4) Given the reactants [Si:1]([O:8][CH2:9][C:10]1([CH3:38])[S:16][CH2:15][CH2:14][N:13]2[C:17]([C:20]3([C:23]4[CH:28]=[CH:27][C:26](B5OC(C)(C)C(C)(C)O5)=[CH:25][CH:24]=4)[CH2:22][CH2:21]3)=[N:18][N:19]=[C:12]2[CH2:11]1)([C:4]([CH3:7])([CH3:6])[CH3:5])([CH3:3])[CH3:2].Br[C:40]1[CH:45]=[CH:44][C:43]([Cl:46])=[CH:42][N:41]=1.C(=O)([O-])[O-].[K+].[K+].C(=O)([O-])O.[Na+], predict the reaction product. The product is: [Si:1]([O:8][CH2:9][C:10]1([CH3:38])[S:16][CH2:15][CH2:14][N:13]2[C:17]([C:20]3([C:23]4[CH:24]=[CH:25][C:26]([C:40]5[CH:45]=[CH:44][C:43]([Cl:46])=[CH:42][N:41]=5)=[CH:27][CH:28]=4)[CH2:22][CH2:21]3)=[N:18][N:19]=[C:12]2[CH2:11]1)([C:4]([CH3:6])([CH3:5])[CH3:7])([CH3:3])[CH3:2]. (5) Given the reactants Cl.[F:2][C:3]([F:7])([F:6])[CH2:4][NH2:5].[N:8]1[CH:13]=[CH:12][CH:11]=[C:10]([CH:14]=O)[CH:9]=1.C(N(CC)CC)C, predict the reaction product. The product is: [N:8]1[CH:13]=[CH:12][CH:11]=[C:10]([CH:14]=[N:5][CH2:4][C:3]([F:7])([F:6])[F:2])[CH:9]=1. (6) Given the reactants [Br:1][C:2]1[CH:3]=[C:4]([CH3:12])[C:5]2[N:9]=[C:8]([CH3:10])[NH:7][C:6]=2[CH:11]=1.CS(O[CH2:18][C:19]1[C:24]([Cl:25])=[CH:23][C:22]([Cl:26])=[CH:21][N:20]=1)(=O)=O, predict the reaction product. The product is: [Br:1][C:2]1[CH:3]=[C:4]([CH3:12])[C:5]2[N:9]=[C:8]([CH3:10])[N:7]([CH2:18][C:19]3[C:24]([Cl:25])=[CH:23][C:22]([Cl:26])=[CH:21][N:20]=3)[C:6]=2[CH:11]=1. (7) Given the reactants [Na].[C:2]([O:10][CH2:11][CH3:12])(=[O:9])[CH2:3][C:4]([O:6]CC)=O.[CH3:13][S:14][CH2:15][CH2:16]/[CH:17]=[CH:18]/[C:19](=[O:21])[CH3:20], predict the reaction product. The product is: [CH3:13][S:14][CH2:15][CH2:16][CH:17]1[CH2:18][C:19](=[O:21])[CH2:20][C:4](=[O:6])[CH:3]1[C:2]([O:10][CH2:11][CH3:12])=[O:9]. (8) Given the reactants Cl.[CH3:2][O:3][C:4]1[CH:5]=[C:6]2[C:11](=[C:12]3[CH2:16][C:15]([CH3:18])([CH3:17])[O:14][C:13]=13)[C:10]([C:19]1[CH:20]=[C:21]([CH:25]=[CH:26][CH:27]=1)[C:22](Cl)=[O:23])=[N:9][C:8]([CH3:29])([CH3:28])[CH2:7]2.[NH2:30][C:31]1[CH:36]=[CH:35][N:34]=[CH:33][CH:32]=1.C(=O)([O-])O.[Na+], predict the reaction product. The product is: [N:34]1[CH:35]=[CH:36][C:31]([NH:30][C:22](=[O:23])[C:21]2[CH:25]=[CH:26][CH:27]=[C:19]([C:10]3[C:11]4[C:6](=[CH:5][C:4]([O:3][CH3:2])=[C:13]5[O:14][C:15]([CH3:18])([CH3:17])[CH2:16][C:12]5=4)[CH2:7][C:8]([CH3:29])([CH3:28])[N:9]=3)[CH:20]=2)=[CH:32][CH:33]=1. (9) Given the reactants [Cl-].O[NH3+:3].[C:4](=[O:7])([O-])[OH:5].[Na+].CS(C)=O.[F:13][C:14]1[CH:15]=[C:16]([C:42]2[C:43]([C:48]#[N:49])=[CH:44][CH:45]=[CH:46][CH:47]=2)[CH:17]=[CH:18][C:19]=1[CH2:20][N:21]1[C:26](=[O:27])[C:25]([C:28]2[CH:29]=[N:30][C:31]([O:34][CH:35]([CH3:37])[CH3:36])=[CH:32][CH:33]=2)=[C:24]([CH3:38])[N:23]=[C:22]1[CH2:39][CH2:40][CH3:41], predict the reaction product. The product is: [F:13][C:14]1[CH:15]=[C:16]([C:42]2[CH:47]=[CH:46][CH:45]=[CH:44][C:43]=2[C:48]2[NH:3][C:4](=[O:7])[O:5][N:49]=2)[CH:17]=[CH:18][C:19]=1[CH2:20][N:21]1[C:26](=[O:27])[C:25]([C:28]2[CH:29]=[N:30][C:31]([O:34][CH:35]([CH3:36])[CH3:37])=[CH:32][CH:33]=2)=[C:24]([CH3:38])[N:23]=[C:22]1[CH2:39][CH2:40][CH3:41]. (10) Given the reactants [Cl-].[Al+3].[Cl-].[Cl-].[CH2:5]1[C:11]2[CH:12]=[CH:13][CH:14]=[CH:15][C:10]=2[CH2:9][CH2:8][N:7]([CH:16]=[O:17])[CH2:6]1.[C:18](Cl)(=[O:20])[CH3:19], predict the reaction product. The product is: [C:18]([C:14]1[CH:13]=[CH:12][C:11]2[CH2:5][CH2:6][N:7]([CH:16]=[O:17])[CH2:8][CH2:9][C:10]=2[CH:15]=1)(=[O:20])[CH3:19].